Dataset: Forward reaction prediction with 1.9M reactions from USPTO patents (1976-2016). Task: Predict the product of the given reaction. Given the reactants Cl.[F:2][C:3]1([F:9])[CH2:8][CH2:7][NH:6][CH2:5][CH2:4]1.Br[CH2:11][CH2:12][NH:13][C:14](=[O:20])[O:15][C:16]([CH3:19])([CH3:18])[CH3:17].C(N(CC)C(C)C)(C)C, predict the reaction product. The product is: [F:2][C:3]1([F:9])[CH2:8][CH2:7][N:6]([CH2:11][CH2:12][NH:13][C:14](=[O:20])[O:15][C:16]([CH3:19])([CH3:18])[CH3:17])[CH2:5][CH2:4]1.